Dataset: Catalyst prediction with 721,799 reactions and 888 catalyst types from USPTO. Task: Predict which catalyst facilitates the given reaction. Reactant: Cl.[CH2:2]([O:4][C:5]([C:7]1([CH3:20])[CH2:12][CH2:11][N:10](C(OC(C)(C)C)=O)[CH2:9][CH2:8]1)=[O:6])[CH3:3]. Product: [CH2:2]([O:4][C:5]([C:7]1([CH3:20])[CH2:12][CH2:11][NH:10][CH2:9][CH2:8]1)=[O:6])[CH3:3]. The catalyst class is: 12.